From a dataset of Aqueous solubility values for 9,982 compounds from the AqSolDB database. Regression/Classification. Given a drug SMILES string, predict its absorption, distribution, metabolism, or excretion properties. Task type varies by dataset: regression for continuous measurements (e.g., permeability, clearance, half-life) or binary classification for categorical outcomes (e.g., BBB penetration, CYP inhibition). For this dataset (solubility_aqsoldb), we predict Y. (1) The drug is CCCCCCCC(=O)OC1C(O)C(O)OC(CO)C1O. The Y is -2.63 log mol/L. (2) The molecule is Cc1cc(Cc2ccc(N)c(C)c2)ccc1N. The Y is -4.15 log mol/L. (3) The compound is CCc1ccccc1. The Y is -2.77 log mol/L. (4) The compound is CCCC[Sn](=O)CCCC. The Y is -4.79 log mol/L.